Dataset: Catalyst prediction with 721,799 reactions and 888 catalyst types from USPTO. Task: Predict which catalyst facilitates the given reaction. Reactant: [CH3:1][O:2][C:3]1[CH:4]=[C:5]([CH:11]=[CH:12][C:13]([OH:15])=O)[CH:6]=[CH:7][C:8]=1[O:9][CH3:10].O[NH:17][C:18](=[NH:25])[C:19]1[CH:24]=[CH:23][CH:22]=[N:21][CH:20]=1. Product: [CH3:1][O:2][C:3]1[CH:4]=[C:5]([CH:11]=[CH:12][C:13]2[O:15][N:25]=[C:18]([C:19]3[CH:20]=[N:21][CH:22]=[CH:23][CH:24]=3)[N:17]=2)[CH:6]=[CH:7][C:8]=1[O:9][CH3:10]. The catalyst class is: 11.